From a dataset of Reaction yield outcomes from USPTO patents with 853,638 reactions. Predict the reaction yield, written as a fraction of the theoretical maximum amount of product (1.0 means a 100% yield; for example, 0.34 means a 34% yield). (1) The reactants are OO[S:3]([O-:5])=O.[K+].S1[C:13]2[CH:14]=[CH:15][CH:16]=[CH:17][C:12]=2[CH2:11][N:10]([C:18]2[N:27]=[C:26]([NH:28][CH2:29][CH2:30][NH:31][C:32](=[O:38])[O:33][C:34]([CH3:37])([CH3:36])[CH3:35])[C:25]3[C:20](=[CH:21][CH:22]=[C:23]([CH3:39])[CH:24]=3)[N:19]=2)[CH2:9][CH2:8]1. The catalyst is O.CO. The product is [O:5]=[S:3]1[C:17]2[CH:16]=[CH:15][CH:14]=[CH:13][C:12]=2[CH2:11][N:10]([C:18]2[N:27]=[C:26]([NH:28][CH2:29][CH2:30][NH:31][C:32](=[O:38])[O:33][C:34]([CH3:36])([CH3:35])[CH3:37])[C:25]3[C:20](=[CH:21][CH:22]=[C:23]([CH3:39])[CH:24]=3)[N:19]=2)[CH2:9][CH2:8]1. The yield is 0.770. (2) The reactants are [Br:1][C:2]1[S:6][C:5]([CH3:7])=[N:4][C:3]=1[CH:8]1[CH2:13][CH2:12][CH2:11][CH2:10][CH:9]1[C:14]([OH:16])=O.CN(C(O[N:25]1N=[N:32][C:27]2C=CC=N[C:26]1=2)=[N+](C)C)C.F[P-](F)(F)(F)(F)F.CN1CCOCC1.NCC#N. The catalyst is CN(C=O)C.CCOC(C)=O. The product is [Br:1][C:2]1[S:6][C:5]([CH3:7])=[N:4][C:3]=1[CH:8]1[CH2:13][CH2:12][CH2:11][CH2:10][CH:9]1[C:14]([NH:32][CH2:27][C:26]#[N:25])=[O:16]. The yield is 0.840. (3) The reactants are Br[C:2]1[CH:7]=[CH:6][C:5]([C:8]2[N:9]([C:24]3[CH:29]=[CH:28][C:27]([Cl:30])=[CH:26][CH:25]=3)[C:10](=[O:23])[C:11]3[CH:16]=[N:15][N:14]([C:17]4[CH:22]=[CH:21][CH:20]=[CH:19][CH:18]=4)[C:12]=3[N:13]=2)=[CH:4][CH:3]=1.[B:31]1([B:31]2[O:35][C:34]([CH3:37])([CH3:36])[C:33]([CH3:39])([CH3:38])[O:32]2)[O:35][C:34]([CH3:37])([CH3:36])[C:33]([CH3:39])([CH3:38])[O:32]1.CC([O-])=O.[K+]. The catalyst is C1C=CC(P(C2C=CC=CC=2)[C-]2C=CC=C2)=CC=1.C1C=CC(P(C2C=CC=CC=2)[C-]2C=CC=C2)=CC=1.Cl[Pd]Cl.[Fe+2]. The product is [Cl:30][C:27]1[CH:26]=[CH:25][C:24]([N:9]2[C:10](=[O:23])[C:11]3[CH:16]=[N:15][N:14]([C:17]4[CH:22]=[CH:21][CH:20]=[CH:19][CH:18]=4)[C:12]=3[N:13]=[C:8]2[C:5]2[CH:4]=[CH:3][C:2]([B:31]3[O:35][C:34]([CH3:37])([CH3:36])[C:33]([CH3:39])([CH3:38])[O:32]3)=[CH:7][CH:6]=2)=[CH:29][CH:28]=1. The yield is 0.800. (4) The reactants are [CH2:1]([O:8][C:9]1[C:18](I)=[CH:17][C:12]([C:13]([O:15][CH3:16])=[O:14])=[CH:11][C:10]=1[C:20]([CH3:23])([CH3:22])[CH3:21])[C:2]1[CH:7]=[CH:6][CH:5]=[CH:4][CH:3]=1.[CH3:24][C:25]1[CH:30]=[CH:29][C:28](B(O)O)=[CH:27][CH:26]=1.[F-].[Cs+]. The catalyst is O1CCOCC1.C1C=CC([P]([Pd]([P](C2C=CC=CC=2)(C2C=CC=CC=2)C2C=CC=CC=2)([P](C2C=CC=CC=2)(C2C=CC=CC=2)C2C=CC=CC=2)[P](C2C=CC=CC=2)(C2C=CC=CC=2)C2C=CC=CC=2)(C2C=CC=CC=2)C2C=CC=CC=2)=CC=1. The product is [CH2:1]([O:8][C:9]1[C:18]([C:28]2[CH:29]=[CH:30][C:25]([CH3:24])=[CH:26][CH:27]=2)=[CH:17][C:12]([C:13]([O:15][CH3:16])=[O:14])=[CH:11][C:10]=1[C:20]([CH3:23])([CH3:22])[CH3:21])[C:2]1[CH:7]=[CH:6][CH:5]=[CH:4][CH:3]=1. The yield is 0.830. (5) The reactants are I[C:2]1[C:6]2[N:7]=[CH:8][N:9]=[C:10]([NH2:11])[C:5]=2[N:4]([C:12]2[CH:17]=[CH:16][C:15]([N+:18]([O-:20])=[O:19])=[C:14]([O:21][CH3:22])[CH:13]=2)[N:3]=1.CC1(C)C(C)(C)OB([C:31]2[CH2:32][CH2:33][N:34]([C:37]([O:39][C:40]([CH3:43])([CH3:42])[CH3:41])=[O:38])[CH2:35][CH:36]=2)O1.C(=O)([O-])[O-].[Na+].[Na+]. The catalyst is COCCOC.O.C1C=CC(P(C2C=CC=CC=2)C2C=CC=CC=2)=CC=1.C1C=CC(P(C2C=CC=CC=2)C2C=CC=CC=2)=CC=1.C1C=CC(P(C2C=CC=CC=2)C2C=CC=CC=2)=CC=1.C1C=CC(P(C2C=CC=CC=2)C2C=CC=CC=2)=CC=1.[Pd]. The product is [NH2:11][C:10]1[C:5]2[N:4]([C:12]3[CH:17]=[CH:16][C:15]([N+:18]([O-:20])=[O:19])=[C:14]([O:21][CH3:22])[CH:13]=3)[N:3]=[C:2]([C:31]3[CH2:36][CH2:35][N:34]([C:37]([O:39][C:40]([CH3:43])([CH3:42])[CH3:41])=[O:38])[CH2:33][CH:32]=3)[C:6]=2[N:7]=[CH:8][N:9]=1. The yield is 0.600. (6) The reactants are CS(C)=O.C(Cl)(=O)C(Cl)=O.[CH:11]([C@@H:24]1[O:29][CH2:28][C@@H:27]([OH:30])[CH2:26][CH2:25]1)([C:18]1[CH:23]=[CH:22][CH:21]=[CH:20][CH:19]=1)[C:12]1[CH:17]=[CH:16][CH:15]=[CH:14][CH:13]=1.C(N(CC)CC)C. The catalyst is C(Cl)Cl. The product is [CH:11]([CH:24]1[O:29][CH2:28][C:27](=[O:30])[CH2:26][CH2:25]1)([C:18]1[CH:23]=[CH:22][CH:21]=[CH:20][CH:19]=1)[C:12]1[CH:13]=[CH:14][CH:15]=[CH:16][CH:17]=1. The yield is 0.910. (7) The reactants are [O:1]=[C:2]([C:16]1[O:17][C:18]([C:21]2[CH:26]=[CH:25][CH:24]=[CH:23][N:22]=2)=[CH:19][N:20]=1)[CH2:3][CH2:4][CH2:5][CH2:6][C:7]#[C:8][C:9]1[CH:14]=[CH:13][CH:12]=[C:11]([Cl:15])[CH:10]=1.CC(OI1(OC(C)=O)(OC(C)=O)OC(=O)C2C=CC=CC1=2)=O. The catalyst is C1COCC1.[Ni]. The product is [O:1]=[C:2]([C:16]1[O:17][C:18]([C:21]2[CH:26]=[CH:25][CH:24]=[CH:23][N:22]=2)=[CH:19][N:20]=1)[CH2:3][CH2:4][CH2:5][CH2:6][CH2:7][CH2:8][C:9]1[CH:14]=[CH:13][CH:12]=[C:11]([Cl:15])[CH:10]=1. The yield is 0.670. (8) The reactants are Br[CH2:2][C:3]([N:5]1[CH2:11][CH2:10][C:9]2[CH:12]=[CH:13][C:14]([C:16]3[S:20][C:19]([C:21]4[CH:22]=[CH:23][C:24]([O:29][CH:30]([CH3:32])[CH3:31])=[C:25]([CH:28]=4)[C:26]#[N:27])=[N:18][N:17]=3)=[CH:15][C:8]=2[CH2:7][CH2:6]1)=[O:4].C(=O)([O-])[O-].[K+].[K+].[NH2:39][CH2:40][CH2:41][OH:42]. The catalyst is C(#N)C.CS(C)=O. The product is [OH:42][CH2:41][CH2:40][NH:39][CH2:2][C:3]([N:5]1[CH2:11][CH2:10][C:9]2[CH:12]=[CH:13][C:14]([C:16]3[S:20][C:19]([C:21]4[CH:22]=[CH:23][C:24]([O:29][CH:30]([CH3:32])[CH3:31])=[C:25]([CH:28]=4)[C:26]#[N:27])=[N:18][N:17]=3)=[CH:15][C:8]=2[CH2:7][CH2:6]1)=[O:4]. The yield is 0.0250. (9) The reactants are [N:1]1[CH:6]=[CH:5][CH:4]=[N:3][CH:2]=1.[Li+].[OH-].CN(C(ON1N=[N:24][C:19]2C=C[CH:22]=[N:23][C:18]1=2)=[N+](C)C)C.F[P-](F)(F)(F)(F)F.CC[N:35]([CH:39]([CH3:41])C)[CH:36]([CH3:38])[CH3:37].[CH2:42]([NH2:52])[C:43]1[CH:51]=[CH:50][C:49]2[O:48][CH2:47][O:46][C:45]=2[CH:44]=1.[CH2:53]1[CH2:57][O:56][CH2:55][CH2:54]1.O. No catalyst specified. The product is [O:48]1[C:49]2[CH:50]=[CH:51][C:43]([CH2:42][NH:52][C:55]([C:54]3[CH:37]=[C:36]4[C:38]([CH:41]=[CH:39][N:35]4[C:6]4[CH:5]=[CH:4][N:3]=[C:2]([N:23]5[CH:18]=[CH:19][N:24]=[CH:22]5)[N:1]=4)=[CH:57][CH:53]=3)=[O:56])=[CH:44][C:45]=2[O:46][CH2:47]1. The yield is 0.0400.